From a dataset of Reaction yield outcomes from USPTO patents with 853,638 reactions. Predict the reaction yield, written as a fraction of the theoretical maximum amount of product (1.0 means a 100% yield; for example, 0.34 means a 34% yield). (1) The reactants are [CH2:1]([O:3][C:4]1[N:5]=[C:6]([CH3:26])[NH:7][C:8](=[O:25])[C:9]=1[CH2:10][C:11]1[CH:16]=[CH:15][C:14]([C:17]2[C:18]([C:23]#[N:24])=[CH:19][CH:20]=[CH:21][CH:22]=2)=[CH:13][CH:12]=1)[CH3:2].[O:27]1[C:31]2[CH:32]=[CH:33][C:34](B(O)O)=[CH:35][C:30]=2[CH2:29][CH2:28]1.C(N(CC)CC)C.N1C=CC=CC=1. The catalyst is O1CCCC1.C(OCC)(=O)C.C([O-])(=O)C.[Cu+2].C([O-])(=O)C. The product is [O:27]1[C:31]2[CH:32]=[CH:33][C:34]([N:7]3[C:8](=[O:25])[C:9]([CH2:10][C:11]4[CH:16]=[CH:15][C:14]([C:17]5[C:18]([C:23]#[N:24])=[CH:19][CH:20]=[CH:21][CH:22]=5)=[CH:13][CH:12]=4)=[C:4]([O:3][CH2:1][CH3:2])[N:5]=[C:6]3[CH3:26])=[CH:35][C:30]=2[CH2:29][CH2:28]1. The yield is 0.920. (2) The reactants are [Br:1][C:2]1[S:3][C:4]([C:8]([OH:10])=O)=[C:5]([CH3:7])[N:6]=1.[CH2:11]([NH2:18])[C:12]1[CH:17]=[CH:16][CH:15]=[CH:14][CH:13]=1.F[P-](F)(F)(F)(F)F.N1(O[P+](N(C)C)(N(C)C)N(C)C)C2C=CC=CC=2N=N1.C(N(CC)C(C)C)(C)C. The catalyst is C(Cl)Cl. The product is [CH2:11]([NH:18][C:8]([C:4]1[S:3][C:2]([Br:1])=[N:6][C:5]=1[CH3:7])=[O:10])[C:12]1[CH:17]=[CH:16][CH:15]=[CH:14][CH:13]=1. The yield is 0.830. (3) The reactants are [CH2:1]([O:8][N:9]1[C:15](=[O:16])[N:14]2[CH2:17][C@H:10]1[CH2:11][CH2:12][C@H:13]2[C:18]([OH:20])=O)[C:2]1[CH:7]=[CH:6][CH:5]=[CH:4][CH:3]=1.[CH3:21][N:22]([C:24](=[O:26])[CH3:25])[NH2:23].ON1C2C=CC=CC=2N=N1.Cl.C(N=C=NCCCN(C)C)C. The catalyst is C(Cl)Cl.CN(C)C1C=CN=CC=1. The product is [C:24]([N:22]([CH3:21])[NH:23][C:18]([C@H:13]1[CH2:12][CH2:11][C@H:10]2[CH2:17][N:14]1[C:15](=[O:16])[N:9]2[O:8][CH2:1][C:2]1[CH:3]=[CH:4][CH:5]=[CH:6][CH:7]=1)=[O:20])(=[O:26])[CH3:25]. The yield is 0.640. (4) The reactants are [CH2:1]([N:7]1[CH2:12][CH:11]2[CH:9]([C:10]2([C:14]2[CH:15]=[C:16]([C:20](=[NH:24])OCC)[CH:17]=[CH:18][CH:19]=2)[CH3:13])[C:8]1=[O:25])[CH2:2][CH2:3][CH2:4][CH2:5][CH3:6].[CH:26]([NH:28][NH2:29])=O. The catalyst is CO. The product is [CH2:1]([N:7]1[CH2:12][CH:11]2[CH:9]([C:10]2([CH3:13])[C:14]2[CH:19]=[CH:18][CH:17]=[C:16]([C:20]3[NH:24][CH:26]=[N:28][N:29]=3)[CH:15]=2)[C:8]1=[O:25])[CH2:2][CH2:3][CH2:4][CH2:5][CH3:6]. The yield is 0.640. (5) The reactants are C([O:3][C:4]([CH:6]1[CH2:11][CH:10]=[C:9]([CH3:12])[CH2:8][O:7]1)=[O:5])C.[OH-].[Na+]. The catalyst is CO. The product is [CH3:12][C:9]1[CH2:8][O:7][CH:6]([C:4]([OH:5])=[O:3])[CH2:11][CH:10]=1. The yield is 0.700. (6) The reactants are Br[CH:2]=[C:3]1[C:9]2[CH:10]=[CH:11][CH:12]=[C:13]([Cl:14])[C:8]=2[CH2:7][CH2:6][C:5]2[CH:15]=[CH:16][CH:17]=[CH:18][C:4]1=2.[OH:19][C:20]1[CH:25]=[CH:24][C:23](B(O)O)=[CH:22][CH:21]=1. No catalyst specified. The product is [Cl:14][C:13]1[C:8]2[CH2:7][CH2:6][C:5]3[CH:15]=[CH:16][CH:17]=[CH:18][C:4]=3[C:3](=[CH:2][C:23]3[CH:24]=[CH:25][C:20]([OH:19])=[CH:21][CH:22]=3)[C:9]=2[CH:10]=[CH:11][CH:12]=1. The yield is 0.810. (7) The reactants are Cl[C:2]1[N:7]=[C:6]([CH3:8])[C:5]([CH:9]([CH2:14][CH2:15][CH3:16])[C:10]([O:12][CH3:13])=[O:11])=[C:4]([C:17]2[CH:22]=[CH:21][C:20]([CH3:23])=[CH:19][CH:18]=2)[N:3]=1.[CH3:24][CH:25]1[CH2:30][CH2:29][CH2:28][NH:27][CH2:26]1.C(N(CC)CC)C.C(=O)([O-])O.[Na+]. The catalyst is O1CCCC1.CN(C=O)C. The product is [CH3:8][C:6]1[C:5]([CH:9]([CH2:14][CH2:15][CH3:16])[C:10]([O:12][CH3:13])=[O:11])=[C:4]([C:17]2[CH:22]=[CH:21][C:20]([CH3:23])=[CH:19][CH:18]=2)[N:3]=[C:2]([N:27]2[CH2:28][CH2:29][CH2:30][CH:25]([CH3:24])[CH2:26]2)[N:7]=1. The yield is 0.570.